This data is from Catalyst prediction with 721,799 reactions and 888 catalyst types from USPTO. The task is: Predict which catalyst facilitates the given reaction. (1) Reactant: [F:1][C@H:2]1[C@@H:7]2[O:8][CH:9]([C:12]3[CH:17]=[CH:16][CH:15]=[CH:14][CH:13]=3)[O:10][CH2:11][C@H:6]2[O:5][CH2:4][C@@H:3]1[O:18]C(=O)C.C([O-])([O-])=O.[K+].[K+]. Product: [F:1][C@H:2]1[C@@H:7]2[O:8][CH:9]([C:12]3[CH:17]=[CH:16][CH:15]=[CH:14][CH:13]=3)[O:10][CH2:11][C@H:6]2[O:5][CH2:4][C@@H:3]1[OH:18]. The catalyst class is: 5. (2) Reactant: ClC(OC(Cl)C)=O.[CH3:8][C:9]12[CH2:23][CH:18]([N:19](C)[CH2:20][CH2:21]1)[CH2:17][CH2:16][C:15]1[C:10]2=[CH:11][CH:12]=[CH:13][CH:14]=1.C([O-])(O)=O.[Na+].ClCCl. Product: [CH3:8][C:9]12[CH2:23][CH:18]([NH:19][CH2:20][CH2:21]1)[CH2:17][CH2:16][C:15]1[C:10]2=[CH:11][CH:12]=[CH:13][CH:14]=1. The catalyst class is: 26.